From a dataset of Full USPTO retrosynthesis dataset with 1.9M reactions from patents (1976-2016). Predict the reactants needed to synthesize the given product. (1) Given the product [Cl:6][Si:7]([Cl:9])([Cl:8])[CH2:2][CH2:3][CH2:4][Si:7]([Cl:9])([Cl:8])[Cl:6], predict the reactants needed to synthesize it. The reactants are: Br[CH2:2][CH2:3][CH2:4]Cl.[Cl:6][SiH:7]([Cl:9])[Cl:8]. (2) Given the product [CH3:11][C:10]([C:12]1[CH:17]=[CH:16][CH:15]=[CH:14][CH:13]=1)([CH2:21][CH:20]=[CH2:19])[C:9]([O:8][CH2:1][C:2]1[CH:3]=[CH:4][CH:5]=[CH:6][CH:7]=1)=[O:18], predict the reactants needed to synthesize it. The reactants are: [CH2:1]([O:8][C:9](=[O:18])[CH:10]([C:12]1[CH:17]=[CH:16][CH:15]=[CH:14][CH:13]=1)[CH3:11])[C:2]1[CH:7]=[CH:6][CH:5]=[CH:4][CH:3]=1.[CH2:19](Br)[CH:20]=[CH2:21].[I-].[Li+].C[Si](C)(C)[N-][Si](C)(C)C.[Li+].